From a dataset of Forward reaction prediction with 1.9M reactions from USPTO patents (1976-2016). Predict the product of the given reaction. (1) The product is: [CH3:25][O:24][C:21]1[CH:22]=[CH:23][C:18]([CH2:16][C:10]2[CH:11]=[CH:12][CH:13]=[C:14]([CH3:15])[C:9]=2[OH:8])=[CH:19][CH:20]=1. Given the reactants C([O:8][C:9]1[C:14]([CH3:15])=[CH:13][CH:12]=[CH:11][C:10]=1[CH:16]([C:18]1[CH:23]=[CH:22][C:21]([O:24][CH3:25])=[CH:20][CH:19]=1)O)C1C=CC=CC=1.Cl, predict the reaction product. (2) Given the reactants [CH:1]1[CH:6]=[CH:5][C:4]([CH2:7][O:8][C:9](Cl)=[O:10])=[CH:3][CH:2]=1.[CH3:12][NH:13][CH:14]1[CH2:19][CH2:18][NH:17][C:16](=[O:20])[CH2:15]1.C([O-])([O-])=O.[K+].[K+], predict the reaction product. The product is: [CH3:12][N:13]([CH:14]1[CH2:19][CH2:18][NH:17][C:16](=[O:20])[CH2:15]1)[C:9](=[O:10])[O:8][CH2:7][C:4]1[CH:5]=[CH:6][CH:1]=[CH:2][CH:3]=1. (3) Given the reactants [H-].[Na+].F[C:4]1[CH:11]=[CH:10][CH:9]=[C:8](F)[C:5]=1[C:6]#[N:7].[OH2:13].CN([CH:17]=[O:18])C, predict the reaction product. The product is: [O:13]1[CH2:10][CH2:11][CH2:4][CH2:5][CH:6]1[CH2:17][O:18][C:4]1[CH:11]=[CH:10][CH:9]=[CH:8][C:5]=1[C:6]#[N:7]. (4) Given the reactants FC1C=C(F)C=CC=1C1C=C(CN2C(=O)C3=CC=CC=C3C2=O)C(=O)N(CC(C)C)N=1.[C:32]([C:35]1[C:36](=[O:60])[N:37]([CH2:50][CH:51]=[CH:52][C:53]2[CH:58]=[CH:57][C:56]([Cl:59])=[CH:55][CH:54]=2)[N:38]=[C:39]([C:41]2[CH:46]=[CH:45][C:44]([O:47][CH3:48])=[C:43]([F:49])[CH:42]=2)[CH:40]=1)(O)=[O:33], predict the reaction product. The product is: [Cl:59][C:56]1[CH:57]=[CH:58][C:53]([CH:52]=[CH:51][CH2:50][N:37]2[C:36](=[O:60])[C:35]([CH2:32][OH:33])=[CH:40][C:39]([C:41]3[CH:46]=[CH:45][C:44]([O:47][CH3:48])=[C:43]([F:49])[CH:42]=3)=[N:38]2)=[CH:54][CH:55]=1. (5) Given the reactants C(OC([N:11]1[CH2:15][C@H:14]([OH:16])[CH2:13][C@H:12]1[CH2:17][O:18][Si:19]([C:22]([CH3:25])([CH3:24])[CH3:23])([CH3:21])[CH3:20])=O)C1C=CC=CC=1.O[C@H]1[C@@H]2CC(=C)CN2C(=O)C2C=C(I)C=CC=2N1NC(OCC(Cl)(Cl)Cl)=O.C(OC(N1C[C@H](O)C[C@H]1CO[Si](C(C)(C)C)(C)C)=O)C=C, predict the reaction product. The product is: [Si:19]([O:18][CH2:17][C@@H:12]1[CH2:13][C@@H:14]([OH:16])[CH2:15][NH:11]1)([C:22]([CH3:25])([CH3:24])[CH3:23])([CH3:21])[CH3:20]. (6) Given the reactants Br.[NH2:2][CH2:3][CH2:4][C:5]1[CH:10]=[CH:9][NH:8][C:7](=[O:11])[CH:6]=1.[C:12]1(=O)[C:20]2[C:15](=[CH:16][CH:17]=[CH:18][CH:19]=2)[C:14](=[O:21])[O:13]1.CCN(C(C)C)C(C)C, predict the reaction product. The product is: [O:11]=[C:7]1[CH:6]=[C:5]([CH2:4][CH2:3][N:2]2[C:12](=[O:13])[C:20]3[C:15](=[CH:16][CH:17]=[CH:18][CH:19]=3)[C:14]2=[O:21])[CH:10]=[CH:9][NH:8]1. (7) Given the reactants C([Li])CCC.C(NC(C)C)(C)C.[F:13][C:14]1[CH:19]=[CH:18][CH:17]=[C:16]([F:20])[N:15]=1.[C:21](=[O:23])=[O:22], predict the reaction product. The product is: [F:20][C:16]1[N:15]=[C:14]([F:13])[CH:19]=[CH:18][C:17]=1[C:21]([OH:23])=[O:22]. (8) Given the reactants [OH-].[K+].[CH2:3]([N:10]1[CH2:15][CH2:14][N:13]([C:16]2[C:17]3[S:33][CH:32]=[CH:31][C:18]=3[N:19](S(C3C=CC(C)=CC=3)(=O)=O)[N:20]=2)[CH2:12][CH2:11]1)[C:4]1[CH:9]=[CH:8][CH:7]=[CH:6][CH:5]=1, predict the reaction product. The product is: [CH2:3]([N:10]1[CH2:15][CH2:14][N:13]([C:16]2[C:17]3[S:33][CH:32]=[CH:31][C:18]=3[NH:19][N:20]=2)[CH2:12][CH2:11]1)[C:4]1[CH:5]=[CH:6][CH:7]=[CH:8][CH:9]=1. (9) Given the reactants [CH3:1][C:2]([O:4][Hg:5][C:6]1[CH:11]=[CH:10][C:9]([NH2:12])=[CH:8][CH:7]=1)=[O:3].Cl.C1C2NC3C(=CC=CC=3)SC=2C=CC=1.C(N(CC)CC)C, predict the reaction product. The product is: [CH3:1][C:2]([O:4][Hg:5][C:6]1[CH:11]=[CH:10][C:9]([NH2:12])=[CH:8][CH:7]=1)=[O:3].